Dataset: Catalyst prediction with 721,799 reactions and 888 catalyst types from USPTO. Task: Predict which catalyst facilitates the given reaction. (1) The catalyst class is: 6. Product: [Br:1][C:2]1[CH:3]=[CH:4][C:5]([N:8]2[CH2:13][CH2:12][N:11]([S:30]([C:24]3[CH:29]=[CH:28][CH:27]=[CH:26][CH:25]=3)(=[O:32])=[O:31])[CH2:10][CH2:9]2)=[CH:6][CH:7]=1. Reactant: [Br:1][C:2]1[CH:7]=[CH:6][C:5]([N:8]2[CH2:13][CH2:12][NH:11][CH2:10][CH2:9]2)=[CH:4][CH:3]=1.C(Cl)Cl.C(N(CC)CC)C.[C:24]1([S:30](Cl)(=[O:32])=[O:31])[CH:29]=[CH:28][CH:27]=[CH:26][CH:25]=1. (2) Reactant: [C:1]([O:5][C:6](=[O:14])[NH:7][CH:8]1[CH2:13][CH2:12][NH:11][CH2:10][CH2:9]1)([CH3:4])([CH3:3])[CH3:2].C(N(C(C)C)C(C)C)C.[CH2:24]1[CH2:33][C@H:32]2[N:27]([CH2:28][CH2:29][CH2:30][C@H:31]2[CH2:34]O)[CH2:26][CH2:25]1.[I-].C(C[P+](C)(C)C)#N. Product: [C:1]([O:5][C:6](=[O:14])[NH:7][CH:8]1[CH2:13][CH2:12][N:11]([CH2:34][C@H:31]2[C@@H:32]3[N:27]([CH2:26][CH2:25][CH2:24][CH2:33]3)[CH2:28][CH2:29][CH2:30]2)[CH2:10][CH2:9]1)([CH3:4])([CH3:2])[CH3:3]. The catalyst class is: 397.